From a dataset of Catalyst prediction with 721,799 reactions and 888 catalyst types from USPTO. Predict which catalyst facilitates the given reaction. (1) Reactant: C([O:5][C:6](=[O:68])[CH2:7][CH2:8][CH2:9][CH2:10][CH2:11][CH2:12][CH2:13][CH2:14][CH2:15][CH2:16][CH2:17][CH2:18][CH2:19][CH2:20][CH2:21][CH2:22][CH2:23][CH2:24][C:25](=[O:67])[NH:26][C@H:27]([C:60]([O:62]C(C)(C)C)=[O:61])[CH2:28][CH2:29][C:30](=[O:59])[NH:31][CH2:32][CH2:33][O:34][CH2:35][CH2:36][O:37][CH2:38][C:39](=[O:58])[NH:40][CH2:41][CH2:42][O:43][CH2:44][CH2:45][O:46][CH2:47][C:48]([O:50][N:51]1[C:55](=[O:56])[CH2:54][CH2:53][C:52]1=[O:57])=[O:49])(C)(C)C. Product: [C:60]([C@@H:27]([NH:26][C:25]([CH2:24][CH2:23][CH2:22][CH2:21][CH2:20][CH2:19][CH2:18][CH2:17][CH2:16][CH2:15][CH2:14][CH2:13][CH2:12][CH2:11][CH2:10][CH2:9][CH2:8][CH2:7][C:6]([OH:68])=[O:5])=[O:67])[CH2:28][CH2:29][C:30](=[O:59])[NH:31][CH2:32][CH2:33][O:34][CH2:35][CH2:36][O:37][CH2:38][C:39](=[O:58])[NH:40][CH2:41][CH2:42][O:43][CH2:44][CH2:45][O:46][CH2:47][C:48]([O:50][N:51]1[C:55](=[O:56])[CH2:54][CH2:53][C:52]1=[O:57])=[O:49])([OH:62])=[O:61]. The catalyst class is: 67. (2) Product: [Br:17][CH2:15][C:14]([C:3]1[C:2]([Cl:1])=[CH:7][C:6]([O:8][CH2:9][C:10]([F:13])([F:12])[F:11])=[CH:5][N:4]=1)=[O:16]. Reactant: [Cl:1][C:2]1[C:3]([C:14](=[O:16])[CH3:15])=[N:4][CH:5]=[C:6]([O:8][CH2:9][C:10]([F:13])([F:12])[F:11])[CH:7]=1.[Br-:17].[Br-].[Br-].C([N+](CC)(CC)C1C=CC=CC=1)C.C([N+](C1C=CC=CC=1)(CC)CC)C.C([N+](C1C=CC=CC=1)(CC)CC)C. The catalyst class is: 7.